This data is from Full USPTO retrosynthesis dataset with 1.9M reactions from patents (1976-2016). The task is: Predict the reactants needed to synthesize the given product. (1) Given the product [Cl:1][C:2]1[CH:3]=[C:4]([CH:12]([CH2:22][C@H:23]2[CH2:28][CH2:27][CH2:26][S:25](=[O:30])[CH2:24]2)[C:13]([NH:15][C:16]2[CH:21]=[N:20][CH:19]=[CH:18][N:17]=2)=[O:14])[CH:5]=[CH:6][C:7]=1[S:8]([CH3:11])(=[O:10])=[O:9], predict the reactants needed to synthesize it. The reactants are: [Cl:1][C:2]1[CH:3]=[C:4]([CH:12]([CH2:22][C@H:23]2[CH2:28][CH2:27][CH2:26][S:25][CH2:24]2)[C:13]([NH:15][C:16]2[CH:21]=[N:20][CH:19]=[CH:18][N:17]=2)=[O:14])[CH:5]=[CH:6][C:7]=1[S:8]([CH3:11])(=[O:10])=[O:9].C(O)=[O:30].OO. (2) The reactants are: [Cl:1][C:2]1[C:3]([N:8]2[C:12]([C:13]([O:15]C)=[O:14])=[CH:11][C:10](/[CH:17]=[CH:18]/[N:19]3[N:23]=[N:22][C:21]([C:24]([F:27])([F:26])[F:25])=[N:20]3)=[N:9]2)=[N:4][CH:5]=[CH:6][CH:7]=1.ClC1C(N2C(C(OC)=O)=CC(/C=C/N3C(C(F)(F)F)=NN=N3)=N2)=NC=CC=1.[OH-].[Na+].Cl. Given the product [Cl:1][C:2]1[C:3]([N:8]2[C:12]([C:13]([OH:15])=[O:14])=[CH:11][C:10](/[CH:17]=[CH:18]/[N:19]3[N:23]=[N:22][C:21]([C:24]([F:26])([F:25])[F:27])=[N:20]3)=[N:9]2)=[N:4][CH:5]=[CH:6][CH:7]=1, predict the reactants needed to synthesize it.